Dataset: Reaction yield outcomes from USPTO patents with 853,638 reactions. Task: Predict the reaction yield, written as a fraction of the theoretical maximum amount of product (1.0 means a 100% yield; for example, 0.34 means a 34% yield). The product is [F:32][C:11]1[CH:10]=[C:9]([O:8][C:6]2[CH:5]=[CH:4][N:3]=[C:2]([NH:1][C:38]([N:35]3[CH2:46][CH2:45][C@@H:44]([OH:43])[CH2:49]3)=[O:51])[CH:7]=2)[C:14]([F:15])=[CH:13][C:12]=1[NH:16][C:17]([C:19]1([C:22]([NH:24][C:25]2[CH:26]=[CH:27][C:28]([F:31])=[CH:29][CH:30]=2)=[O:23])[CH2:21][CH2:20]1)=[O:18]. The reactants are [NH2:1][C:2]1[CH:7]=[C:6]([O:8][C:9]2[C:14]([F:15])=[CH:13][C:12]([NH:16][C:17]([C:19]3([C:22]([NH:24][C:25]4[CH:30]=[CH:29][C:28]([F:31])=[CH:27][CH:26]=4)=[O:23])[CH2:21][CH2:20]3)=[O:18])=[C:11]([F:32])[CH:10]=2)[CH:5]=[CH:4][N:3]=1.C([N:35]([CH2:38]C)CC)C.ClC([O:43][C:44]1[CH:49]=CC=[CH:46][CH:45]=1)=O.C(=O)([O-])[OH:51].[Na+]. The catalyst is O1CCCC1.C(OCC)(=O)C. The yield is 0.610.